This data is from Catalyst prediction with 721,799 reactions and 888 catalyst types from USPTO. The task is: Predict which catalyst facilitates the given reaction. (1) Reactant: C[O:2][C:3](=[O:41])[CH2:4][CH:5]1[C:14]2[C:9](=[C:10]([F:15])[CH:11]=[CH:12][CH:13]=2)[N:8]=[C:7]([C:16]2[CH:21]=[CH:20][C:19]([C:22]3[CH:27]=[CH:26][C:25]([F:28])=[CH:24][CH:23]=3)=[CH:18][CH:17]=2)[N:6]1[C:29]1[CH:34]=[C:33]([C:35]([F:38])([F:37])[F:36])[CH:32]=[CH:31][C:30]=1[O:39][CH3:40].[OH-].[Na+]. Product: [F:28][C:25]1[CH:26]=[CH:27][C:22]([C:19]2[CH:18]=[CH:17][C:16]([C:7]3[N:6]([C:29]4[CH:34]=[C:33]([C:35]([F:37])([F:38])[F:36])[CH:32]=[CH:31][C:30]=4[O:39][CH3:40])[CH:5]([CH2:4][C:3]([OH:41])=[O:2])[C:14]4[C:9](=[C:10]([F:15])[CH:11]=[CH:12][CH:13]=4)[N:8]=3)=[CH:21][CH:20]=2)=[CH:23][CH:24]=1. The catalyst class is: 12. (2) Reactant: [C:1]([C:5]1[CH:10]=[CH:9][C:8]([S:11][C:12]2[CH:17]=[CH:16][C:15]([NH:18][C:19](=[O:30])[C:20]3[CH:25]=[CH:24][CH:23]=[C:22]([C:26]([F:29])([F:28])[F:27])[CH:21]=3)=[CH:14][C:13]=2[N+:31]([O-:33])=[O:32])=[CH:7][CH:6]=1)(C)(C)C.C([O-])([O-])=O.[K+].[K+].CC1C=CC(S)=CC=1. Product: [N+:31]([C:13]1[CH:14]=[C:15]([NH:18][C:19](=[O:30])[C:20]2[CH:25]=[CH:24][CH:23]=[C:22]([C:26]([F:29])([F:27])[F:28])[CH:21]=2)[CH:16]=[CH:17][C:12]=1[S:11][C:8]1[CH:7]=[CH:6][C:5]([CH3:1])=[CH:10][CH:9]=1)([O-:33])=[O:32]. The catalyst class is: 18.